Dataset: Reaction yield outcomes from USPTO patents with 853,638 reactions. Task: Predict the reaction yield, written as a fraction of the theoretical maximum amount of product (1.0 means a 100% yield; for example, 0.34 means a 34% yield). (1) The reactants are [Cl:1][C:2]1[N:10]=[CH:9][N:8]=[C:7]2[C:3]=1[NH:4][CH:5]=[N:6]2.[O:11]1[CH:16]=[CH:15][CH2:14][CH2:13][CH2:12]1.N. The catalyst is O.S(C1C=CC(C)=CC=1)(O)(=O)=O.C(OCC)(=O)C. The product is [Cl:1][C:2]1[N:10]=[CH:9][N:8]=[C:7]2[C:3]=1[N:4]=[CH:5][N:6]2[CH:12]1[CH2:13][CH2:14][CH2:15][CH2:16][O:11]1. The yield is 0.910. (2) The yield is 0.280. The product is [Cl:14][C:6]1[CH:7]=[C:8]([F:13])[CH:9]=[C:10]([O:11][CH3:12])[C:5]=1[C:3]1[N:15]=[C:16]([NH2:18])[S:17][CH:2]=1. The catalyst is CCO. The reactants are Br[CH2:2][C:3]([C:5]1[C:10]([O:11][CH3:12])=[CH:9][C:8]([F:13])=[CH:7][C:6]=1[Cl:14])=O.[NH2:15][C:16]([NH2:18])=[S:17]. (3) The yield is 0.690. The product is [OH:9][C:10]1[CH:11]=[C:12]([C:16]2[O:17][C:18]3[CH:24]=[CH:23][C:22]([C:25]#[N:26])=[CH:21][C:19]=3[CH:20]=2)[CH:13]=[CH:14][CH:15]=1. The reactants are Cl.N1C=CC=CC=1.C[O:9][C:10]1[CH:11]=[C:12]([C:16]2[O:17][C:18]3[CH:24]=[CH:23][C:22]([C:25]#[N:26])=[CH:21][C:19]=3[CH:20]=2)[CH:13]=[CH:14][CH:15]=1. The catalyst is O.Cl. (4) The yield is 0.410. The catalyst is C(#N)C. The reactants are [CH3:1][C:2]1[S:6][C:5]2[NH:7][C:8]3[CH:9]=[CH:10][CH:11]=[CH:12][C:13]=3[N:14]=[C:15]([N:16]3[CH2:21][CH2:20][N:19]([CH3:22])[CH2:18][CH2:17]3)[C:4]=2[CH:3]=1.[CH:23]([NH:26][C:27](=[O:31])[O:28][CH2:29][I:30])([CH3:25])[CH3:24]. The product is [I-:30].[CH:23]([NH:26][C:27]([O:28][CH2:29][N+:19]1([CH3:22])[CH2:20][CH2:21][N:16]([C:15]2[C:4]3[CH:3]=[C:2]([CH3:1])[S:6][C:5]=3[NH:7][C:8]3[CH:9]=[CH:10][CH:11]=[CH:12][C:13]=3[N:14]=2)[CH2:17][CH2:18]1)=[O:31])([CH3:25])[CH3:24]. (5) The reactants are [Cl:1][C:2]1[N:11]=[CH:10][CH:9]=[C:8](I)[C:3]=1[C:4]([O:6][CH3:7])=[O:5].[C:13]([Cu])#[N:14]. The catalyst is CC(N(C)C)=O. The product is [Cl:1][C:2]1[N:11]=[CH:10][CH:9]=[C:8]([C:13]#[N:14])[C:3]=1[C:4]([O:6][CH3:7])=[O:5]. The yield is 0.345. (6) The catalyst is CN1CCCC1=O. The product is [Br:1][C:2]1[CH:7]=[C:6]([Cl:8])[CH:5]=[CH:4][C:3]=1[O:9][CH2:22][C:23]([F:26])([F:25])[F:24]. The yield is 0.890. The reactants are [Br:1][C:2]1[CH:7]=[C:6]([Cl:8])[CH:5]=[CH:4][C:3]=1[OH:9].C(=O)([O-])[O-].[Cs+].[Cs+].FC(F)(F)S(O[CH2:22][C:23]([F:26])([F:25])[F:24])(=O)=O.O.